This data is from Catalyst prediction with 721,799 reactions and 888 catalyst types from USPTO. The task is: Predict which catalyst facilitates the given reaction. (1) Reactant: C(=O)([O-])[O-].[K+].[K+].[CH2:7](Br)[C:8]1[CH:13]=[CH:12][CH:11]=[CH:10][CH:9]=1.[Cl:15][C:16]1[CH:17]=[CH:18][C:19]([OH:25])=[C:20]([C:22](=[O:24])[CH3:23])[CH:21]=1. Product: [CH2:7]([O:25][C:19]1[CH:18]=[CH:17][C:16]([Cl:15])=[CH:21][C:20]=1[C:22](=[O:24])[CH3:23])[C:8]1[CH:13]=[CH:12][CH:11]=[CH:10][CH:9]=1. The catalyst class is: 9. (2) Reactant: [CH2:1]([O:3][CH2:4][CH:5]([CH2:37][O:38][CH2:39][CH3:40])[O:6][C:7]1[CH:12]=[C:11]([CH3:13])[C:10]([C:14]2[CH:19]=[CH:18][CH:17]=[C:16]([CH2:20][O:21][C:22]3[CH:27]=[CH:26][C:25]([CH2:28][CH2:29][C:30]([O:32]CC)=[O:31])=[C:24]([F:35])[CH:23]=3)[CH:15]=2)=[C:9]([CH3:36])[CH:8]=1)[CH3:2].[OH-].[Na+].O.C(O)(=O)CC(CC(O)=O)(C(O)=O)O. Product: [CH2:39]([O:38][CH2:37][CH:5]([CH2:4][O:3][CH2:1][CH3:2])[O:6][C:7]1[CH:12]=[C:11]([CH3:13])[C:10]([C:14]2[CH:19]=[CH:18][CH:17]=[C:16]([CH2:20][O:21][C:22]3[CH:27]=[CH:26][C:25]([CH2:28][CH2:29][C:30]([OH:32])=[O:31])=[C:24]([F:35])[CH:23]=3)[CH:15]=2)=[C:9]([CH3:36])[CH:8]=1)[CH3:40]. The catalyst class is: 199. (3) Reactant: [CH2:1]([N:4]1[CH2:9][CH2:8][CH:7]([C:10]2[CH:11]=[C:12]([OH:16])[CH:13]=[CH:14][CH:15]=2)[CH2:6][CH2:5]1)[CH2:2][CH3:3].C(N(CC)CC)C.[CH3:24][S:25](Cl)(=[O:27])=[O:26]. Product: [CH2:1]([N:4]1[CH2:5][CH2:6][CH:7]([C:10]2[CH:11]=[C:12]([O:16][S:25]([CH3:24])(=[O:27])=[O:26])[CH:13]=[CH:14][CH:15]=2)[CH2:8][CH2:9]1)[CH2:2][CH3:3]. The catalyst class is: 2. (4) Reactant: [Cl:1][C:2]1[CH:3]=[CH:4][C:5]2[N:6]([CH:8]=[CH:9][N:10]=2)[N:7]=1.[Br:11]N1C(=O)CCC1=O.FC(F)(F)C(O)=O. The catalyst class is: 10. Product: [Br:11][C:8]1[N:6]2[N:7]=[C:2]([Cl:1])[CH:3]=[CH:4][C:5]2=[N:10][CH:9]=1. (5) Reactant: [Si]([O:8][C:9]([CH3:44])([CH3:43])[CH2:10][N:11]1[C:19]2[C:14](=[CH:15][C:16]([O:20][C:21]3[CH:41]=[CH:40][C:39]([F:42])=[CH:38][C:22]=3[CH2:23][NH:24][C:25]([NH:27][C:28]3[N:29]([CH3:37])[N:30]=[C:31]([C:33]([CH3:36])([CH3:35])[CH3:34])[CH:32]=3)=[O:26])=[CH:17][CH:18]=2)[CH:13]=[N:12]1)(C(C)(C)C)(C)C.CCCC[N+](CCCC)(CCCC)CCCC.[F-].[NH4+].[Cl-]. The catalyst class is: 4. Product: [C:33]([C:31]1[CH:32]=[C:28]([NH:27][C:25]([NH:24][CH2:23][C:22]2[CH:38]=[C:39]([F:42])[CH:40]=[CH:41][C:21]=2[O:20][C:16]2[CH:15]=[C:14]3[C:19](=[CH:18][CH:17]=2)[N:11]([CH2:10][C:9]([OH:8])([CH3:44])[CH3:43])[N:12]=[CH:13]3)=[O:26])[N:29]([CH3:37])[N:30]=1)([CH3:36])([CH3:34])[CH3:35].